Task: Regression/Classification. Given a drug SMILES string, predict its absorption, distribution, metabolism, or excretion properties. Task type varies by dataset: regression for continuous measurements (e.g., permeability, clearance, half-life) or binary classification for categorical outcomes (e.g., BBB penetration, CYP inhibition). Dataset: cyp2c9_veith.. Dataset: CYP2C9 inhibition data for predicting drug metabolism from PubChem BioAssay The molecule is NNC(=O)c1ccc[n+](CCc2ccccc2)c1. The result is 0 (non-inhibitor).